Dataset: Forward reaction prediction with 1.9M reactions from USPTO patents (1976-2016). Task: Predict the product of the given reaction. (1) Given the reactants Cl[C:2]1[C:11]([N+:12]([O-:14])=[O:13])=[CH:10][CH:9]=[CH:8][C:3]=1[C:4]([O:6][CH3:7])=[O:5].C(=O)([O-])[O-].[K+].[K+].[CH2:21]([SH:28])[C:22]1[CH:27]=[CH:26][CH:25]=[CH:24][CH:23]=1, predict the reaction product. The product is: [CH2:21]([S:28][C:2]1[C:11]([N+:12]([O-:14])=[O:13])=[CH:10][CH:9]=[CH:8][C:3]=1[C:4]([O:6][CH3:7])=[O:5])[C:22]1[CH:27]=[CH:26][CH:25]=[CH:24][CH:23]=1. (2) Given the reactants [Cl:1][C:2]1[CH:7]=[CH:6][CH:5]=[CH:4][C:3]=1[C:8](=O)[CH2:9][CH2:10][CH2:11][CH2:12][N:13]1[CH2:18][CH2:17][CH:16]([C:19]2[CH:20]=[C:21]([NH:25][C:26](=[O:30])[CH:27]([CH3:29])[CH3:28])[CH:22]=[CH:23][CH:24]=2)[CH2:15][CH2:14]1.Cl.[CH3:33][C:34]1[CH:39]=[CH:38][C:37]([NH:40]N)=[CH:36][CH:35]=1, predict the reaction product. The product is: [Cl:1][C:2]1[CH:7]=[CH:6][CH:5]=[CH:4][C:3]=1[C:8]1[NH:40][C:37]2[C:38]([C:9]=1[CH2:10][CH2:11][CH2:12][N:13]1[CH2:18][CH2:17][CH:16]([C:19]3[CH:20]=[C:21]([NH:25][C:26](=[O:30])[CH:27]([CH3:29])[CH3:28])[CH:22]=[CH:23][CH:24]=3)[CH2:15][CH2:14]1)=[CH:39][C:34]([CH3:33])=[CH:35][CH:36]=2.